This data is from Full USPTO retrosynthesis dataset with 1.9M reactions from patents (1976-2016). The task is: Predict the reactants needed to synthesize the given product. (1) Given the product [NH:12]1[C:13]2[C:18](=[CH:17][CH:16]=[CH:15][CH:14]=2)[C:10]([C:8](=[O:9])[CH:32]([NH:31][C:30]2[CH:39]=[CH:40][CH:41]=[C:28]([O:27][CH3:26])[CH:29]=2)[C:33]2[NH:37][CH:36]=[N:35][C:34]=2[CH3:38])=[CH:11]1, predict the reactants needed to synthesize it. The reactants are: C(N(CC)CC)C.[CH:8]([C:10]1[C:18]2[C:13](=[CH:14][CH:15]=[CH:16][CH:17]=2)[N:12](C(OC(C)(C)C)=O)[CH:11]=1)=[O:9].[CH3:26][O:27][C:28]1[CH:29]=[C:30]([CH:39]=[CH:40][CH:41]=1)[N:31]=[CH:32][C:33]1[NH:37][CH:36]=[N:35][C:34]=1[CH3:38]. (2) The reactants are: [F:1][C:2]([F:7])([F:6])[C:3]([OH:5])=[O:4].[C:8]([C:10]1[CH:11]=[C:12]([C:20]2[O:24][N:23]=[C:22]([C:25]3[C:35]4[CH2:34][CH2:33][N:32](C(OC(C)(C)C)=O)[CH2:31][CH2:30][C:29]=4[CH:28]=[CH:27][CH:26]=3)[N:21]=2)[CH:13]=[CH:14][C:15]=1[O:16][CH:17]([CH3:19])[CH3:18])#[N:9]. Given the product [F:1][C:2]([F:7])([F:6])[C:3]([OH:5])=[O:4].[CH3:19][CH:17]([O:16][C:15]1[CH:14]=[CH:13][C:12]([C:20]2[O:24][N:23]=[C:22]([C:25]3[C:35]4[CH2:34][CH2:33][NH:32][CH2:31][CH2:30][C:29]=4[CH:28]=[CH:27][CH:26]=3)[N:21]=2)=[CH:11][C:10]=1[C:8]#[N:9])[CH3:18], predict the reactants needed to synthesize it.